From a dataset of NCI-60 drug combinations with 297,098 pairs across 59 cell lines. Regression. Given two drug SMILES strings and cell line genomic features, predict the synergy score measuring deviation from expected non-interaction effect. (1) Drug 1: CC1=C(C=C(C=C1)NC2=NC=CC(=N2)N(C)C3=CC4=NN(C(=C4C=C3)C)C)S(=O)(=O)N.Cl. Drug 2: CN(CCCl)CCCl.Cl. Cell line: SK-MEL-5. Synergy scores: CSS=8.95, Synergy_ZIP=-0.469, Synergy_Bliss=4.83, Synergy_Loewe=-1.03, Synergy_HSA=-0.510. (2) Drug 1: C1=NC2=C(N1)C(=S)N=C(N2)N. Drug 2: CCC(=C(C1=CC=CC=C1)C2=CC=C(C=C2)OCCN(C)C)C3=CC=CC=C3.C(C(=O)O)C(CC(=O)O)(C(=O)O)O. Cell line: OVCAR-5. Synergy scores: CSS=40.6, Synergy_ZIP=0.747, Synergy_Bliss=0.776, Synergy_Loewe=-8.94, Synergy_HSA=1.51.